This data is from Tyrosyl-DNA phosphodiesterase HTS with 341,365 compounds. The task is: Binary Classification. Given a drug SMILES string, predict its activity (active/inactive) in a high-throughput screening assay against a specified biological target. (1) The result is 0 (inactive). The molecule is OC(CN1CCN(CC1)c1ccccc1)c1cc2CCNc2cc1. (2) The compound is S(=O)(=O)(N1CCC(CC1)C(=O)Nc1cc(c(cc1)C)C)c1cc2c([nH]c(=O)cc2)cc1. The result is 0 (inactive). (3) The compound is O(C(=O)c1n(Cc2ccc(cc2)C)c(c(c1)C(OC)=O)C)C. The result is 0 (inactive). (4) The compound is s1c(NC(=O)c2c([N+]([O-])=O)cc(OC)c(OC)c2)nnc1COCC. The result is 0 (inactive). (5) The drug is O(C1=C/C(=C\NNC(=O)c2cc3[nH]cnc3cc2)C=CC1=O)C. The result is 0 (inactive). (6) The compound is FC(F)(F)c1cc(N2CCN(CC2)c2nc(nc3oc(c(c23)C(OCC)=O)C)C)ccc1. The result is 0 (inactive). (7) The drug is S(CC(=O)Nc1c(n(n(c1=O)c1ccccc1)C)C)c1ncnc2c1cccc2. The result is 0 (inactive). (8) The molecule is Brc1oc(C(=O)NC(c2ccccc2)c2ccccc2)cc1. The result is 0 (inactive). (9) The compound is Fc1ccc(Cn2c3c4c(ccc3)cccc4nc2)cc1. The result is 0 (inactive).